From a dataset of Peptide-MHC class II binding affinity with 134,281 pairs from IEDB. Regression. Given a peptide amino acid sequence and an MHC pseudo amino acid sequence, predict their binding affinity value. This is MHC class II binding data. (1) The peptide sequence is ELRKTYNLLDAVSRH. The MHC is DRB1_0701 with pseudo-sequence DRB1_0701. The binding affinity (normalized) is 0.663. (2) The peptide sequence is AAEVLVVLSELPDFL. The MHC is DRB1_0901 with pseudo-sequence DRB1_0901. The binding affinity (normalized) is 0.485. (3) The MHC is HLA-DQA10301-DQB10302 with pseudo-sequence HLA-DQA10301-DQB10302. The binding affinity (normalized) is 0.347. The peptide sequence is YSNIMNSINNVMD. (4) The peptide sequence is EVVDYLGIPASARPV. The MHC is DRB1_1001 with pseudo-sequence DRB1_1001. The binding affinity (normalized) is 1.00. (5) The peptide sequence is MFAAFVISGKSTDMWIER. The MHC is DRB1_0405 with pseudo-sequence DRB1_0405. The binding affinity (normalized) is 0.0663.